Dataset: Full USPTO retrosynthesis dataset with 1.9M reactions from patents (1976-2016). Task: Predict the reactants needed to synthesize the given product. (1) Given the product [CH3:39][C:40]1([CH3:59])[C:48]2[C:43](=[CH:7][CH:8]=[C:9]([C:12](=[O:30])[CH:13]=[CH:14][C:15]3[CH:16]=[CH:17][C:18]([C:19]([O:21][CH2:22][CH2:23][Si:24]([CH3:25])([CH3:26])[CH3:27])=[O:20])=[CH:28][CH:29]=3)[CH:10]=2)[C:42]([C:52]2[CH:53]=[CH:54][C:55]([CH3:58])=[CH:56][CH:57]=2)=[CH:41]1, predict the reactants needed to synthesize it. The reactants are: CC1(C)C2[CH:10]=[C:9]([C:12](=[O:30])[CH:13]=[CH:14][C:15]3[CH:29]=[CH:28][C:18]([C:19]([O:21][CH2:22][CH2:23][Si:24]([CH3:27])([CH3:26])[CH3:25])=[O:20])=[CH:17][CH:16]=3)[CH:8]=[CH:7]C=2C(C2C=CC(C)=CC=2)=CC1.[CH3:39][C:40]1([CH3:59])[C:48]2[C:43](=CC=C(C(=O)C)C=2)[C:42]([C:52]2[CH:57]=[CH:56][C:55]([CH3:58])=[CH:54][CH:53]=2)=[CH:41]1. (2) Given the product [CH:1]1([NH:4][C:5]([N:7]2[C:13]([CH3:14])=[CH:12][C:11]3[CH:15]=[CH:16][C:17]([Cl:19])=[CH:18][C:10]=3[C:9]([C:20]3[CH:25]=[CH:24][C:23]([NH2:26])=[C:22]([CH3:29])[CH:21]=3)=[N:8]2)=[O:6])[CH2:3][CH2:2]1, predict the reactants needed to synthesize it. The reactants are: [CH:1]1([NH:4][C:5]([N:7]2[C:13]([CH3:14])=[CH:12][C:11]3[CH:15]=[CH:16][C:17]([Cl:19])=[CH:18][C:10]=3[C:9]([C:20]3[CH:25]=[CH:24][C:23]([N+:26]([O-])=O)=[C:22]([CH3:29])[CH:21]=3)=[N:8]2)=[O:6])[CH2:3][CH2:2]1.O.NN. (3) Given the product [CH3:19][C:20]1[CH:25]=[CH:24][C:23]([C:2]2[N:6]3[N:7]=[C:8]([NH:11][C@H:12]4[CH2:17][CH2:16][C@H:15]([OH:18])[CH2:14][CH2:13]4)[CH:9]=[CH:10][C:5]3=[N:4][CH:3]=2)=[CH:22][CH:21]=1, predict the reactants needed to synthesize it. The reactants are: I[C:2]1[N:6]2[N:7]=[C:8]([NH:11][C@H:12]3[CH2:17][CH2:16][C@H:15]([OH:18])[CH2:14][CH2:13]3)[CH:9]=[CH:10][C:5]2=[N:4][CH:3]=1.[CH3:19][C:20]1[CH:25]=[CH:24][C:23](B(O)O)=[CH:22][CH:21]=1.C(=O)([O-])[O-].[Na+].[Na+].C1(P(C2C=CC=CC=2)C2C=CC=CC=2)C=CC=CC=1. (4) Given the product [OH:1][CH2:2][CH2:3][N:4]1[C:16]2[C:15]3[N:14]=[C:13]([O:17][CH3:18])[N:12]=[CH:11][C:10]=3[CH:9]=[CH:8][C:7]=2[C:6]([C:19]([O:21][CH2:22][CH3:23])=[O:20])=[N:5]1, predict the reactants needed to synthesize it. The reactants are: [OH:1][CH2:2][CH2:3][N:4]1[C:16]2[C:15]3[N:14]=[C:13]([O:17][CH3:18])[N:12]=[CH:11][C:10]=3[CH2:9][CH2:8][C:7]=2[C:6]([C:19]([O:21][CH2:22][CH3:23])=[O:20])=[N:5]1.ClC1C(=O)C(C#N)=C(C#N)C(=O)C=1Cl.